Dataset: Full USPTO retrosynthesis dataset with 1.9M reactions from patents (1976-2016). Task: Predict the reactants needed to synthesize the given product. (1) The reactants are: [CH3:1][O:2][C:3](=[O:31])[CH2:4][CH2:5][CH2:6][CH2:7][CH2:8][NH:9][C:10]1[CH:30]=[CH:29][C:13]2[N:14]([C:23]3[CH:28]=[CH:27][CH:26]=[CH:25][CH:24]=3)[C:15]([C:17]3[CH:22]=[CH:21][CH:20]=[CH:19][CH:18]=3)=[N:16][C:12]=2[CH:11]=1.[Cl:32][C:33]1[CH:38]=[CH:37][C:36]([S:39](Cl)(=[O:41])=[O:40])=[CH:35][CH:34]=1. Given the product [CH3:1][O:2][C:3](=[O:31])[CH2:4][CH2:5][CH2:6][CH2:7][CH2:8][N:9]([S:39]([C:36]1[CH:37]=[CH:38][C:33]([Cl:32])=[CH:34][CH:35]=1)(=[O:41])=[O:40])[C:10]1[CH:30]=[CH:29][C:13]2[N:14]([C:23]3[CH:28]=[CH:27][CH:26]=[CH:25][CH:24]=3)[C:15]([C:17]3[CH:18]=[CH:19][CH:20]=[CH:21][CH:22]=3)=[N:16][C:12]=2[CH:11]=1, predict the reactants needed to synthesize it. (2) Given the product [CH2:10]([C@@H:5]([CH2:6][C:7]([O:9][C:15]([CH3:17])([CH3:16])[CH3:14])=[O:8])[C:3]([O:2][CH3:1])=[O:4])[CH:11]([CH3:13])[CH3:12], predict the reactants needed to synthesize it. The reactants are: [CH3:1][O:2][C:3]([C@@H:5]([CH2:10][CH:11]([CH3:13])[CH3:12])[CH2:6][C:7]([OH:9])=[O:8])=[O:4].[CH3:14][C:15](OC(OC(O[C:15]([CH3:17])([CH3:16])[CH3:14])=O)=O)([CH3:17])[CH3:16]. (3) Given the product [NH2:66][C:64]1[S:65][CH:2]=[C:1]([C:4]2[O:5][CH:6]=[CH:7][CH:8]=2)[N:63]=1, predict the reactants needed to synthesize it. The reactants are: [C:1]([C:4]1[O:5][CH:6]=[CH:7][CH:8]=1)(=O)[CH3:2].[Br-].[Br-].[Br-].C([N+](CCCC)(CCCC)CCCC)CCC.C([N+](CCCC)(CCCC)CCCC)CCC.C([N+](CCCC)(CCCC)CCCC)CCC.[NH2:63][C:64]([NH2:66])=[S:65]. (4) Given the product [CH2:1]([O:3][C:4](=[O:30])[CH2:5][N:6]1[C:14]2[C:9](=[C:10]([Br:15])[CH:11]=[CH:12][CH:13]=2)[CH:8]([C:16]2[C:17]([OH:27])=[CH:18][C:19]3[O:23][C:22]([CH3:25])([CH3:24])[CH2:21][C:20]=3[CH:26]=2)[C:7]1=[O:29])[CH3:2], predict the reactants needed to synthesize it. The reactants are: [CH2:1]([O:3][C:4](=[O:30])[CH2:5][N:6]1[C:14]2[C:9](=[C:10]([Br:15])[CH:11]=[CH:12][CH:13]=2)[C:8](O)([C:16]2[C:17]([OH:27])=[CH:18][C:19]3[O:23][C:22]([CH3:25])([CH3:24])[CH2:21][C:20]=3[CH:26]=2)[C:7]1=[O:29])[CH3:2].C([SiH](CC)CC)C.FC(F)(F)C(O)=O. (5) Given the product [F:21][C@H:9]1[C@@H:8]([CH2:7][CH2:6][OH:5])[CH2:13][CH2:12][N:11]([C:14]([O:16][C:17]([CH3:20])([CH3:19])[CH3:18])=[O:15])[CH2:10]1, predict the reactants needed to synthesize it. The reactants are: N#N.C([O:5][C:6](=O)[CH2:7][CH:8]1[CH2:13][CH2:12][N:11]([C:14]([O:16][C:17]([CH3:20])([CH3:19])[CH3:18])=[O:15])[CH2:10][CH:9]1[F:21])C.CC(C[AlH]CC(C)C)C.[OH-].[Na+]. (6) Given the product [CH3:20][O:21][CH2:22][CH2:23][NH:24][CH2:1][C:3]1[CH:8]=[CH:7][C:6]([S:9][C:10]([CH3:19])([CH3:18])[C:11]([O:13][C:14]([CH3:17])([CH3:16])[CH3:15])=[O:12])=[CH:5][CH:4]=1, predict the reactants needed to synthesize it. The reactants are: [CH:1]([C:3]1[CH:8]=[CH:7][C:6]([S:9][C:10]([CH3:19])([CH3:18])[C:11]([O:13][C:14]([CH3:17])([CH3:16])[CH3:15])=[O:12])=[CH:5][CH:4]=1)=O.[CH3:20][O:21][CH2:22][CH2:23][NH2:24].C([BH3-])#N.[Na+].Cl.C(=O)([O-])[O-].[Na+].[Na+].